This data is from Forward reaction prediction with 1.9M reactions from USPTO patents (1976-2016). The task is: Predict the product of the given reaction. (1) Given the reactants Cl[C:2]1[N:7]=[CH:6][C:5]([C:8]2[N:9]=[C:10]([CH2:13][CH2:14][CH2:15][CH2:16][NH2:17])[NH:11][CH:12]=2)=[CH:4][CH:3]=1.[O-:18][CH2:19][CH3:20].[Na+], predict the reaction product. The product is: [CH2:19]([O:18][C:2]1[N:7]=[CH:6][C:5]([C:8]2[N:9]=[C:10]([CH2:13][CH2:14][CH2:15][CH2:16][NH2:17])[NH:11][CH:12]=2)=[CH:4][CH:3]=1)[CH3:20]. (2) Given the reactants [CH:1]1[C:18]2[C:17]3[C:12](=[CH:13][CH:14]=[CH:15][CH:16]=3)[C:11]3[C:6](=[CH:7][CH:8]=[CH:9][CH:10]=3)[C:5]=2[CH:4]=[CH:3][C:2]=1[N:19]1[C:31]2[CH:30]=[CH:29][CH:28]=[CH:27][C:26]=2[C:25]2[C:20]1=[CH:21][CH:22]=[CH:23][CH:24]=2.[Br:32]N1C(=O)CCC1=O, predict the reaction product. The product is: [Br:32][C:28]1[CH:29]=[CH:30][C:31]2[N:19]([C:2]3[CH:3]=[CH:4][C:5]4[C:6]5[C:11](=[CH:10][CH:9]=[CH:8][CH:7]=5)[C:12]5[C:17](=[CH:16][CH:15]=[CH:14][CH:13]=5)[C:18]=4[CH:1]=3)[C:20]3[C:25]([C:26]=2[CH:27]=1)=[CH:24][CH:23]=[CH:22][CH:21]=3. (3) The product is: [C:1]([O:5][C:6](=[O:19])[NH:7][C:8]1[CH:13]=[C:12]([N:14]([CH3:16])[CH3:15])[C:11]([Cl:17])=[CH:10][C:9]=1[NH:18][C:25](=[O:24])[CH2:26][C:27]([C:29]1[CH:34]=[CH:33][CH:32]=[C:31]([C:35]2[O:39][N:38]=[C:37]([CH2:40][O:41][CH3:42])[CH:36]=2)[CH:30]=1)=[O:28])([CH3:4])([CH3:2])[CH3:3]. Given the reactants [C:1]([O:5][C:6](=[O:19])[NH:7][C:8]1[CH:13]=[C:12]([N:14]([CH3:16])[CH3:15])[C:11]([Cl:17])=[CH:10][C:9]=1[NH2:18])([CH3:4])([CH3:3])[CH3:2].C([O:24][C:25](=O)[CH2:26][C:27]([C:29]1[CH:34]=[CH:33][CH:32]=[C:31]([C:35]2[O:39][N:38]=[C:37]([CH2:40][O:41][CH3:42])[CH:36]=2)[CH:30]=1)=[O:28])(C)(C)C, predict the reaction product. (4) Given the reactants C1(P(C2C=CC=CC=2)C2C=CC=CC=2)C=CC=CC=1.C1COCC1.[N:25]([C@H:28]([C:32]1[CH:37]=[C:36]([F:38])[C:35]([F:39])=[C:34]([F:40])[CH:33]=1)[C@@H:29]([OH:31])[CH3:30])=[N+]=[N-].[C:41]([O:45][C:46](=O)[O:47]C(C)(C)C)([CH3:44])([CH3:43])[CH3:42], predict the reaction product. The product is: [C:41]([O:45][C:46](=[O:47])[NH:25][C@H:28]([C:32]1[CH:37]=[C:36]([F:38])[C:35]([F:39])=[C:34]([F:40])[CH:33]=1)[C@@H:29]([OH:31])[CH3:30])([CH3:44])([CH3:43])[CH3:42]. (5) Given the reactants Cl[C:2]([O:4][C:5]1[CH:10]=[CH:9][C:8]([N+:11]([O-:13])=[O:12])=[CH:7][CH:6]=1)=[O:3].[CH3:14][C:15]1[C:20]([O:21][C:22]2[N:27]=[CH:26][N:25]=[C:24]3[N:28]([CH:31]4[CH2:36][CH2:35][NH:34][CH2:33][CH2:32]4)[N:29]=[CH:30][C:23]=23)=[CH:19][CH:18]=[CH:17][N:16]=1.C(N(C(C)C)CC)(C)C.O, predict the reaction product. The product is: [N+:11]([C:8]1[CH:9]=[CH:10][C:5]([O:4][C:2]([N:34]2[CH2:33][CH2:32][CH:31]([N:28]3[C:24]4=[N:25][CH:26]=[N:27][C:22]([O:21][C:20]5[C:15]([CH3:14])=[N:16][CH:17]=[CH:18][CH:19]=5)=[C:23]4[CH:30]=[N:29]3)[CH2:36][CH2:35]2)=[O:3])=[CH:6][CH:7]=1)([O-:13])=[O:12]. (6) Given the reactants [C:1]([O:5][C:6]([NH:8][C@@H:9]1[C:23](=[O:24])[N:22]2[CH2:25][C@H:26]([O:28][C:29]3[C:38]([CH2:39][CH3:40])=[N:37][C:36]4[C:31](=[CH:32][CH:33]=[CH:34][CH:35]=4)[N:30]=3)[CH2:27][C@H:21]2[C:20](=[O:41])[NH:19][C@:18]2([C:43]([OH:45])=O)[CH2:42][C@H:17]2[CH2:16][C:15]([F:47])([F:46])[CH2:14][CH2:13][CH2:12][CH2:11][CH2:10]1)=[O:7])([CH3:4])([CH3:3])[CH3:2].ClC(Cl)C.C(N1C=CN=C1)(N1C=CN=C1)=O.[CH:64]1([S:67]([NH2:70])(=[O:69])=[O:68])[CH2:66][CH2:65]1.C1CCN2C(=NCCC2)CC1.Cl, predict the reaction product. The product is: [CH:64]1([S:67]([NH:70][C:43]([C@@:18]23[CH2:42][C@H:17]2[CH2:16][C:15]([F:47])([F:46])[CH2:14][CH2:13][CH2:12][CH2:11][CH2:10][C@H:9]([NH:8][C:6](=[O:7])[O:5][C:1]([CH3:4])([CH3:2])[CH3:3])[C:23](=[O:24])[N:22]2[CH2:25][C@H:26]([O:28][C:29]4[C:38]([CH2:39][CH3:40])=[N:37][C:36]5[C:31](=[CH:32][CH:33]=[CH:34][CH:35]=5)[N:30]=4)[CH2:27][C@H:21]2[C:20](=[O:41])[NH:19]3)=[O:45])(=[O:69])=[O:68])[CH2:66][CH2:65]1. (7) Given the reactants [CH3:1][O:2][C:3]1[C:4]([CH:12]=[O:13])=[N:5][C:6]([N+:9]([O-:11])=[O:10])=[CH:7][CH:8]=1.[CH2:14](O)[CH2:15][OH:16].O, predict the reaction product. The product is: [O:13]1[CH2:14][CH2:15][O:16][CH:12]1[C:4]1[C:3]([O:2][CH3:1])=[CH:8][CH:7]=[C:6]([N+:9]([O-:11])=[O:10])[N:5]=1. (8) Given the reactants [NH2:1][C:2]1[N:28]=[C:5]2[CH:6]=[CH:7][C:8]([O:10][C:11]3[CH:12]=[CH:13][C:14]([F:27])=[C:15]([NH:17][C:18]([C:20]4[N:24]([CH3:25])[N:23]=[C:22]([CH3:26])[CH:21]=4)=[O:19])[CH:16]=3)=[CH:9][N:4]2[N:3]=1.[CH:29]1([C:32](Cl)=[O:33])[CH2:31][CH2:30]1, predict the reaction product. The product is: [CH:29]1([C:32]([NH:1][C:2]2[N:28]=[C:5]3[CH:6]=[CH:7][C:8]([O:10][C:11]4[CH:12]=[CH:13][C:14]([F:27])=[C:15]([NH:17][C:18]([C:20]5[N:24]([CH3:25])[N:23]=[C:22]([CH3:26])[CH:21]=5)=[O:19])[CH:16]=4)=[CH:9][N:4]3[N:3]=2)=[O:33])[CH2:31][CH2:30]1. (9) Given the reactants [F:1][C:2]([F:32])([F:31])[C:3]1[CH:8]=[CH:7][C:6]([C:9]2[C:10]([C:15]([NH:17][C:18]3[CH:27]=[C:26]4[C:21]([CH:22]=[C:23]([C:28](O)=[O:29])[CH:24]=[N:25]4)=[CH:20][CH:19]=3)=[O:16])=[CH:11][CH:12]=[CH:13][CH:14]=2)=[CH:5][CH:4]=1.[Cl:33][C:34]1[CH:41]=[CH:40][C:37]([CH2:38][NH2:39])=[CH:36][CH:35]=1.Cl.CN(C)CCCN=C=NCC.ON1C2C=CC=CC=2N=N1.C(N(CC)CC)C, predict the reaction product. The product is: [Cl:33][C:34]1[CH:41]=[CH:40][C:37]([CH2:38][NH:39][C:28]([C:23]2[CH:24]=[N:25][C:26]3[C:21]([CH:22]=2)=[CH:20][CH:19]=[C:18]([NH:17][C:15]([C:10]2[C:9]([C:6]4[CH:7]=[CH:8][C:3]([C:2]([F:31])([F:32])[F:1])=[CH:4][CH:5]=4)=[CH:14][CH:13]=[CH:12][CH:11]=2)=[O:16])[CH:27]=3)=[O:29])=[CH:36][CH:35]=1.